Task: Regression. Given a peptide amino acid sequence and an MHC pseudo amino acid sequence, predict their binding affinity value. This is MHC class I binding data.. Dataset: Peptide-MHC class I binding affinity with 185,985 pairs from IEDB/IMGT (1) The peptide sequence is VGPEWEPVPL. The MHC is H-2-Db with pseudo-sequence H-2-Db. The binding affinity (normalized) is 0.150. (2) The peptide sequence is RSLVCLAPK. The MHC is HLA-A69:01 with pseudo-sequence HLA-A69:01. The binding affinity (normalized) is 0.0847. (3) The peptide sequence is MMWEINGPK. The MHC is HLA-A31:01 with pseudo-sequence HLA-A31:01. The binding affinity (normalized) is 0.600. (4) The peptide sequence is WTIGYDTIY. The MHC is HLA-A02:11 with pseudo-sequence HLA-A02:11. The binding affinity (normalized) is 0.0847. (5) The binding affinity (normalized) is 0.151. The MHC is HLA-B40:01 with pseudo-sequence HLA-B40:01. The peptide sequence is AELLPDTTYL.